This data is from Forward reaction prediction with 1.9M reactions from USPTO patents (1976-2016). The task is: Predict the product of the given reaction. (1) Given the reactants [CH2:1]([C@@H:8]1[CH2:19][N:18]2[C:10]([C:11]3[NH:12][C:13]([CH:21]4[CH2:25][CH2:24][CH2:23][CH2:22]4)=[N:14][C:15]=3[N:16]=[C:17]2Cl)=[N:9]1)[C:2]1[CH:7]=[CH:6][CH:5]=[CH:4][CH:3]=1.[CH2:26]([Mg]Br)[CH3:27].O.C(OCC)(=O)C, predict the reaction product. The product is: [CH2:1]([C@@H:8]1[CH2:19][N:18]2[C:10]([C:11]3[NH:12][C:13]([CH:21]4[CH2:25][CH2:24][CH2:23][CH2:22]4)=[N:14][C:15]=3[N:16]=[C:17]2[CH2:26][CH3:27])=[N:9]1)[C:2]1[CH:7]=[CH:6][CH:5]=[CH:4][CH:3]=1. (2) Given the reactants C[O:2][C:3]1[CH:11]=[CH:10][C:9]([Cl:12])=[CH:8][C:4]=1[C:5]([OH:7])=O.C(Cl)(=O)C(Cl)=O.[CH2:19]([C:21]1[CH:26]=[CH:25][CH:24]=[CH:23][CH:22]=1)[CH3:20].[Al+3].[Cl-].[Cl-].[Cl-], predict the reaction product. The product is: [Cl:12][C:9]1[CH:10]=[CH:11][C:3]([OH:2])=[C:4]([C:5]([C:24]2[CH:25]=[CH:26][C:21]([CH2:19][CH3:20])=[CH:22][CH:23]=2)=[O:7])[CH:8]=1. (3) Given the reactants [CH3:1][N:2]1[C:6]([NH:7][C:8]2[CH:13]=[C:12](I)[C:11]([C:15]([F:18])([F:17])[F:16])=[CH:10][N:9]=2)=[CH:5][C:4]([CH3:19])=[N:3]1.[NH2:20][C:21]1[CH:31]=[C:30]([F:32])[CH:29]=[CH:28][C:22]=1[C:23]([NH:25][O:26][CH3:27])=[O:24], predict the reaction product. The product is: [CH3:1][N:2]1[C:6]([NH:7][C:8]2[CH:13]=[C:12]([NH:20][C:21]3[CH:31]=[C:30]([F:32])[CH:29]=[CH:28][C:22]=3[C:23]([NH:25][O:26][CH3:27])=[O:24])[C:11]([C:15]([F:18])([F:17])[F:16])=[CH:10][N:9]=2)=[CH:5][C:4]([CH3:19])=[N:3]1. (4) Given the reactants [Si:1]([O:8][CH2:9][CH2:10][CH2:11][N:12]1[C:17](=[O:18])[C:16]2[C:19]([CH:24]([C:26]3C=CC(Cl)=[CH:28][CH:27]=3)[OH:25])=[C:20]([Cl:23])[N:21]=[CH:22][C:15]=2[N:14]([CH3:33])[C:13]1=[O:34])([C:4]([CH3:7])([CH3:6])[CH3:5])([CH3:3])[CH3:2].[Li+].[CH3:36]C([N-]C(C)C)C.CC(C)CC=O, predict the reaction product. The product is: [Si:1]([O:8][CH2:9][CH2:10][CH2:11][N:12]1[C:17](=[O:18])[C:16]2[C:19]([CH:24]([OH:25])[CH2:26][CH:27]([CH3:36])[CH3:28])=[C:20]([Cl:23])[N:21]=[CH:22][C:15]=2[N:14]([CH3:33])[C:13]1=[O:34])([C:4]([CH3:5])([CH3:7])[CH3:6])([CH3:2])[CH3:3]. (5) Given the reactants N[C@H](C([NH:8][C@H:9]([C:14]([OH:16])=[O:15])[CH2:10][C:11]([OH:13])=[O:12])=O)C(C)C.CN1C2C(=CC=CC=2)C(C)=C1C(O)=O.CCN=C=NCCCN(C)C, predict the reaction product. The product is: [NH2:8][C@H:9]([C:14]([OH:16])=[O:15])[CH2:10][C:11]([OH:13])=[O:12]. (6) Given the reactants [Cl:1][C:2]1[CH:3]=[CH:4][C:5]2[N:11]3[C:12]([C:15]([F:18])([F:17])[F:16])=[N:13][N:14]=[C:10]3[C@@H:9]([CH2:19][C:20]([NH:22][C:23]3([C:27]([O:29]CC)=[O:28])[CH2:26][CH2:25][CH2:24]3)=[O:21])[S:8][C@H:7]([C:32]3[CH:37]=[CH:36][CH:35]=[C:34]([O:38][CH3:39])[C:33]=3[O:40][CH3:41])[C:6]=2[CH:42]=1.Cl, predict the reaction product. The product is: [Cl:1][C:2]1[CH:3]=[CH:4][C:5]2[N:11]3[C:12]([C:15]([F:18])([F:17])[F:16])=[N:13][N:14]=[C:10]3[C@@H:9]([CH2:19][C:20]([NH:22][C:23]3([C:27]([OH:29])=[O:28])[CH2:26][CH2:25][CH2:24]3)=[O:21])[S:8][C@H:7]([C:32]3[CH:37]=[CH:36][CH:35]=[C:34]([O:38][CH3:39])[C:33]=3[O:40][CH3:41])[C:6]=2[CH:42]=1. (7) Given the reactants [C:1]([C:4]1[S:5][C:6]2[CH:12]=[CH:11][C:10]([NH:13][C:14](=[O:28])[C:15]3[CH:20]=[CH:19][C:18](/[CH:21]=[CH:22]/[C:23]([F:26])([F:25])[F:24])=[CH:17][C:16]=3[CH3:27])=[CH:9][C:7]=2[N:8]=1)(=[O:3])[CH3:2].[Li]C.[CH3:31]COCC.[NH4+].[Cl-], predict the reaction product. The product is: [OH:3][C:1]([C:4]1[S:5][C:6]2[CH:12]=[CH:11][C:10]([NH:13][C:14](=[O:28])[C:15]3[CH:20]=[CH:19][C:18](/[CH:21]=[CH:22]/[C:23]([F:26])([F:24])[F:25])=[CH:17][C:16]=3[CH3:27])=[CH:9][C:7]=2[N:8]=1)([CH3:31])[CH3:2]. (8) The product is: [Cl:11][C:12]1[N:17]2[N:18]=[CH:19][C:20]([C:21]3[CH:26]=[CH:25][CH:24]=[CH:23][CH:22]=3)=[C:16]2[N:15]=[C:14]([CH3:27])[C:13]=1[CH:28]([OH:41])[C:29]([O:31][CH3:32])=[O:30]. Given the reactants C[Si]([N-][Si](C)(C)C)(C)C.[K+].[Cl:11][C:12]1[N:17]2[N:18]=[CH:19][C:20]([C:21]3[CH:26]=[CH:25][CH:24]=[CH:23][CH:22]=3)=[C:16]2[N:15]=[C:14]([CH3:27])[C:13]=1[CH2:28][C:29]([O:31][CH3:32])=[O:30].C1(C2[O:41]N2S(C2C=CC=CC=2)(=O)=O)C=CC=CC=1, predict the reaction product. (9) Given the reactants ClC1C=CC([C@@H]2[C@@H]([C@@H](OC3C=CC(Cl)=C(Cl)C=3)C)CCN(C(C3CCN(C4C=CC(C#N)=CN=4)CC3)=O)C2)=CC=1.N1CCCCC1.C([N:54]1[CH2:59][CH2:58][C@H:57]([C@H:60]([OH:62])[CH3:61])[C@@H:56]([C:63]2[CH:68]=[CH:67][C:66]([F:69])=[C:65]([F:70])[CH:64]=2)[CH2:55]1)C1C=CC=CC=1.[Cl:71][C:72]1[CH:73]=[CH:74][C:75](O)=[N:76][CH:77]=1.ClC(OC(Cl)=O)C.CCN(C(C)C)C(C)C, predict the reaction product. The product is: [Cl:71][C:72]1[CH:73]=[CH:74][C:75]([O:62][C@H:60]([C@H:57]2[CH2:58][CH2:59][NH:54][CH2:55][C@@H:56]2[C:63]2[CH:68]=[CH:67][C:66]([F:69])=[C:65]([F:70])[CH:64]=2)[CH3:61])=[N:76][CH:77]=1. (10) Given the reactants [CH3:1][CH:2]([SH:4])[CH3:3].C(=O)([O-])[O-].[K+].[K+].CN(C)C=O.[Cl:16][C:17]1[CH:22]=[CH:21][C:20]([N+:23]([O-:25])=[O:24])=[C:19](F)[CH:18]=1, predict the reaction product. The product is: [Cl:16][C:17]1[CH:22]=[CH:21][C:20]([N+:23]([O-:25])=[O:24])=[C:19]([S:4][CH:2]([CH3:3])[CH3:1])[CH:18]=1.